From a dataset of Peptide-MHC class I binding affinity with 185,985 pairs from IEDB/IMGT. Regression. Given a peptide amino acid sequence and an MHC pseudo amino acid sequence, predict their binding affinity value. This is MHC class I binding data. (1) The MHC is HLA-B51:01 with pseudo-sequence HLA-B51:01. The peptide sequence is GLYLYRFHV. The binding affinity (normalized) is 0.0847. (2) The peptide sequence is LSEADVRAL. The MHC is HLA-B15:03 with pseudo-sequence HLA-B15:03. The binding affinity (normalized) is 0.260. (3) The peptide sequence is LPYVGDTSMM. The MHC is HLA-B35:01 with pseudo-sequence HLA-B35:01. The binding affinity (normalized) is 0.380. (4) The peptide sequence is RVFNNYMPY. The MHC is HLA-A01:01 with pseudo-sequence HLA-A01:01. The binding affinity (normalized) is 0.0847. (5) The peptide sequence is APEEKYLSM. The MHC is HLA-B57:01 with pseudo-sequence HLA-B57:01. The binding affinity (normalized) is 0.0847. (6) The peptide sequence is RISGVDRYY. The MHC is Mamu-B01 with pseudo-sequence Mamu-B01. The binding affinity (normalized) is 0. (7) The binding affinity (normalized) is 0.0847. The MHC is HLA-B18:01 with pseudo-sequence HLA-B18:01. The peptide sequence is YIYDGKVNY. (8) The peptide sequence is GKIKGKYSY. The MHC is HLA-B40:01 with pseudo-sequence HLA-B40:01. The binding affinity (normalized) is 0.0847.